Dataset: Full USPTO retrosynthesis dataset with 1.9M reactions from patents (1976-2016). Task: Predict the reactants needed to synthesize the given product. (1) Given the product [Cl:1][C:2]1[CH:7]=[C:6]([CH3:8])[N:5]=[C:4]([NH:9][C:10](=[O:12])[CH3:11])[CH:3]=1, predict the reactants needed to synthesize it. The reactants are: [Cl:1][C:2]1[CH:7]=[C:6]([CH3:8])[N:5]=[C:4]([NH2:9])[CH:3]=1.[C:10](OC(=O)C)(=[O:12])[CH3:11]. (2) Given the product [NH:8]1[C:9]2[C:5](=[CH:4][C:14]([C:13]([OH:16])=[O:15])=[CH:11][N:10]=2)[CH:6]=[CH:7]1, predict the reactants needed to synthesize it. The reactants are: C(C1[CH:4]=[C:5]2[C:9](=[N:10][CH:11]=1)[NH:8][CH:7]=[CH:6]2)#N.Cl.[C:13]([O:16]CC)(=[O:15])[CH3:14]. (3) Given the product [C:12]([C:2]1[CH:3]=[C:4]([CH:8]=[C:9]([OH:11])[CH:10]=1)[C:5]([OH:7])=[O:6])#[N:13], predict the reactants needed to synthesize it. The reactants are: Br[C:2]1[CH:3]=[C:4]([CH:8]=[C:9]([OH:11])[CH:10]=1)[C:5]([OH:7])=[O:6].[C:12]([Cu])#[N:13]. (4) Given the product [F:17][B-:18]([F:21])([F:20])[F:19].[OH:16][C:10]1[CH:11]=[C:12]2[C:7](=[CH:8][CH:9]=1)[C:6]([N+:5]#[N:1])=[CH:15][CH:14]=[CH:13]2, predict the reactants needed to synthesize it. The reactants are: [N:1]([O-])=O.[Na+].[NH2:5][C:6]1[CH:15]=[CH:14][CH:13]=[C:12]2[C:7]=1[CH:8]=[CH:9][C:10]([OH:16])=[CH:11]2.[F:17][B-:18]([F:21])([F:20])[F:19].[H+].